This data is from Reaction yield outcomes from USPTO patents with 853,638 reactions. The task is: Predict the reaction yield, written as a fraction of the theoretical maximum amount of product (1.0 means a 100% yield; for example, 0.34 means a 34% yield). (1) The reactants are C1(P(C2CCCCC2)C2CCCCC2)CCCCC1.[C:20]([N:23]1[CH2:31][C:30]2[C:25](=[CH:26][CH:27]=[CH:28][C:29]=2Cl)[CH2:24]1)(=[O:22])[CH3:21].CC1(C)C(C)(C)OB(B2OC(C)(C)C(C)(C)O2)O1.[C:51]([O-:54])(=[O:53])[CH3:52].[K+].[NH2:56][C:57]1[N:61]([CH3:62])[C:60](=[O:63])[C:59]([C:70]2[CH:75]=[CH:74][CH:73]=[C:72](Br)[CH:71]=2)([C:64]2[CH:69]=[CH:68][CH:67]=[CH:66][CH:65]=2)[N:58]=1.C(=O)([O-])[O-].[Cs+].[Cs+]. The catalyst is COCCOC.[OH-].[Na+].O.C1C=CC(/C=C/C(/C=C/C2C=CC=CC=2)=O)=CC=1.C1C=CC(/C=C/C(/C=C/C2C=CC=CC=2)=O)=CC=1.C1C=CC(/C=C/C(/C=C/C2C=CC=CC=2)=O)=CC=1.[Pd].[Pd]. The product is [C:51]([OH:54])(=[O:53])[CH3:52].[C:20]([N:23]1[CH2:31][C:30]2[C:25](=[CH:26][CH:27]=[CH:28][C:29]=2[C:74]2[CH:75]=[C:70]([C:59]3([C:64]4[CH:69]=[CH:68][CH:67]=[CH:66][CH:65]=4)[N:58]=[C:57]([NH2:56])[N:61]([CH3:62])[C:60]3=[O:63])[CH:71]=[CH:72][CH:73]=2)[CH2:24]1)(=[O:22])[CH3:21]. The yield is 0.0100. (2) The reactants are CN(C)[CH:3]=[O:4].P(Cl)(Cl)(Cl)=O.[CH2:11]([O:13][C:14]([C:16]1[C:20]([CH3:21])=[CH:19][NH:18][C:17]=1[CH3:22])=[O:15])[CH3:12].Cl. The catalyst is ClCCl. The product is [CH2:11]([O:13][C:14]([C:16]1[C:20]([CH3:21])=[C:19]([CH:3]=[O:4])[NH:18][C:17]=1[CH3:22])=[O:15])[CH3:12]. The yield is 1.00. (3) The reactants are C(OC([NH:8][C:9]1([C:13]([NH:15][C:16]2[CH:21]=[CH:20][C:19](/[CH:22]=[CH:23]/[C:24]([O:26][CH2:27][CH3:28])=[O:25])=[CH:18][CH:17]=2)=[O:14])[CH2:12][CH2:11][CH2:10]1)=O)(C)(C)C.[ClH:29].C(OCC)(=O)C. The catalyst is C(Cl)(Cl)Cl. The product is [ClH:29].[NH2:8][C:9]1([C:13]([NH:15][C:16]2[CH:21]=[CH:20][C:19](/[CH:22]=[CH:23]/[C:24]([O:26][CH2:27][CH3:28])=[O:25])=[CH:18][CH:17]=2)=[O:14])[CH2:12][CH2:11][CH2:10]1. The yield is 0.910. (4) The yield is 0.510. The product is [CH:23]1([CH:14]([C:12]2[C:11]([CH2:16][N:17]3[CH2:22][CH2:21][O:20][CH2:19][CH2:18]3)=[N:10][N:9]([C:6]3[CH:7]=[CH:8][C:3]([O:2][CH3:1])=[CH:4][CH:5]=3)[CH:13]=2)[OH:15])[CH2:28][CH2:27][CH2:26][CH2:25][CH2:24]1. The catalyst is O1CCCC1. The reactants are [CH3:1][O:2][C:3]1[CH:8]=[CH:7][C:6]([N:9]2[CH:13]=[C:12]([CH:14]=[O:15])[C:11]([CH2:16][N:17]3[CH2:22][CH2:21][O:20][CH2:19][CH2:18]3)=[N:10]2)=[CH:5][CH:4]=1.[CH:23]1([Mg]Br)[CH2:28][CH2:27][CH2:26][CH2:25][CH2:24]1.